This data is from Full USPTO retrosynthesis dataset with 1.9M reactions from patents (1976-2016). The task is: Predict the reactants needed to synthesize the given product. (1) Given the product [NH2:9][C:3]1[N:4]=[CH:5][N:6]=[C:7]([NH:10][CH2:11][CH:12]2[CH2:13][CH2:14][N:15]([C:18](=[O:20])[CH:36]=[CH2:37])[CH2:16][CH2:17]2)[C:2]=1[C:30]1[CH:31]=[CH:32][C:27]([O:26][CH3:25])=[CH:28][CH:29]=1, predict the reactants needed to synthesize it. The reactants are: Cl[C:2]1[C:3]([NH2:9])=[N:4][CH:5]=[N:6][C:7]=1Cl.[NH2:10][CH2:11][CH:12]1[CH2:17][CH2:16][N:15]([C:18]([O:20]C(C)(C)C)=O)[CH2:14][CH2:13]1.[CH3:25][O:26][C:27]1[CH:32]=[CH:31][C:30](B(O)O)=[CH:29][CH:28]=1.[C:36](Cl)(=O)[CH:37]=C. (2) Given the product [C:16]([O:15][C:14]([N:13]([CH3:21])[C@@H:3]([C:4]([CH3:12])([C:6]1[CH:11]=[CH:10][CH:9]=[CH:8][CH:7]=1)[CH3:5])[CH2:1][NH:40][C@H:35]([C:34]([N:32]([CH3:33])[C@@H:28]([CH:29]([CH3:31])[CH3:30])/[CH:27]=[C:26](\[CH3:44])/[C:25]([O:24][CH2:22][CH3:23])=[O:45])=[O:41])[C:36]([CH3:39])([CH3:38])[CH3:37])=[O:20])([CH3:19])([CH3:18])[CH3:17], predict the reactants needed to synthesize it. The reactants are: [CH:1]([C@@H:3]([N:13]([CH3:21])[C:14](=[O:20])[O:15][C:16]([CH3:19])([CH3:18])[CH3:17])[C:4]([CH3:12])([C:6]1[CH:11]=[CH:10][CH:9]=[CH:8][CH:7]=1)[CH3:5])=O.[CH2:22]([O:24][C:25](=[O:45])[C:26]([CH3:44])=[C:27](CC)[CH:28]([N:32]([C:34](=[O:41])[CH:35]([NH2:40])[C:36]([CH3:39])([CH3:38])[CH3:37])[CH3:33])[CH:29]([CH3:31])[CH3:30])[CH3:23].C([BH3-])#N.[Na+].